This data is from Full USPTO retrosynthesis dataset with 1.9M reactions from patents (1976-2016). The task is: Predict the reactants needed to synthesize the given product. Given the product [Cl:16][C:17]1[CH:18]=[C:19]([C:24]2[NH:25][CH:26]=[C:27]([C:35]3[CH2:36][CH2:37][N:38]([CH2:4][CH:3]([CH2:1][CH3:2])[C:6]4[CH:11]=[CH:10][C:9]([S:12]([CH3:15])(=[O:14])=[O:13])=[CH:8][CH:7]=4)[CH2:39][CH:40]=3)[C:28]=2[C:29]2[CH:30]=[CH:31][N:32]=[CH:33][CH:34]=2)[CH:20]=[CH:21][C:22]=1[F:23].[ClH:16], predict the reactants needed to synthesize it. The reactants are: [CH2:1]([CH:3]([C:6]1[CH:11]=[CH:10][C:9]([S:12]([CH3:15])(=[O:14])=[O:13])=[CH:8][CH:7]=1)[CH:4]=O)[CH3:2].[Cl:16][C:17]1[CH:18]=[C:19]([C:24]2[NH:25][CH:26]=[C:27]([C:35]3[CH2:36][CH2:37][NH:38][CH2:39][CH:40]=3)[C:28]=2[C:29]2[CH:34]=[CH:33][N:32]=[CH:31][CH:30]=2)[CH:20]=[CH:21][C:22]=1[F:23].